From a dataset of Catalyst prediction with 721,799 reactions and 888 catalyst types from USPTO. Predict which catalyst facilitates the given reaction. (1) Reactant: [C:1]([NH2:5])(=[O:4])[CH:2]=[CH2:3].[C:6]([O:11][CH3:12])(=[O:10])[C:7]([CH3:9])=[CH2:8].S(OOS([O-])(=O)=O)([O-])(=O)=O.[K+].[K+]. Product: [C:1]([NH2:5])(=[O:4])[CH:2]=[CH2:3].[C:6]([O:11][CH3:12])(=[O:10])[C:7]([CH3:9])=[CH2:8]. The catalyst class is: 6. (2) Reactant: [CH3:1][NH:2][CH:3]1[C:12]2[C:7](=[CH:8][CH:9]=[CH:10][CH:11]=2)[CH2:6][CH2:5][CH2:4]1.C(N(CC)CC)C.[CH3:20][C:21]1[N:25]([CH2:26][C:27]([N:29]2[CH2:34][CH2:33][CH:32]([C:35]3[S:36][CH:37]=[C:38]([C:40](Cl)=[O:41])[N:39]=3)[CH2:31][CH2:30]2)=[O:28])[N:24]=[C:23]([C:43]([F:46])([F:45])[F:44])[CH:22]=1. Product: [CH3:1][N:2]([CH:3]1[C:12]2[C:7](=[CH:8][CH:9]=[CH:10][CH:11]=2)[CH2:6][CH2:5][CH2:4]1)[C:40]([C:38]1[N:39]=[C:35]([CH:32]2[CH2:33][CH2:34][N:29]([C:27](=[O:28])[CH2:26][N:25]3[C:21]([CH3:20])=[CH:22][C:23]([C:43]([F:44])([F:46])[F:45])=[N:24]3)[CH2:30][CH2:31]2)[S:36][CH:37]=1)=[O:41]. The catalyst class is: 4. (3) Reactant: [CH2:1]([O:8][C:9]([N:11]1[CH2:15][CH:14]([OH:16])[CH2:13][CH:12]1[C:17]([OH:19])=O)=[O:10])[C:2]1[CH:7]=[CH:6][CH:5]=[CH:4][CH:3]=1.Cl.Cl.[CH:22]1([N:26]2[CH2:32][CH2:31][CH2:30][NH:29][CH2:28][CH2:27]2)[CH2:25][CH2:24][CH2:23]1.C(N(CC)CC)C.F[P-](F)(F)(F)(F)F.N1(OC(N(C)C)=[N+](C)C)C2N=CC=CC=2N=N1. Product: [CH2:1]([O:8][C:9]([N:11]1[CH2:15][C@H:14]([OH:16])[CH2:13][C@@H:12]1[C:17]([N:29]1[CH2:30][CH2:31][CH2:32][N:26]([CH:22]2[CH2:23][CH2:24][CH2:25]2)[CH2:27][CH2:28]1)=[O:19])=[O:10])[C:2]1[CH:3]=[CH:4][CH:5]=[CH:6][CH:7]=1. The catalyst class is: 10. (4) The catalyst class is: 164. Product: [CH:14]1([C:2]2[CH:3]=[CH:4][C:5]3[CH:9]=[C:8]([CH2:10][OH:11])[S:7][C:6]=3[CH:12]=2)[CH2:16][CH2:15]1. Reactant: Br[C:2]1[CH:3]=[CH:4][C:5]2[CH:9]=[C:8]([CH2:10][OH:11])[S:7][C:6]=2[CH:12]=1.O.[CH:14]1([B-](F)(F)F)[CH2:16][CH2:15]1.[K+].C(=O)([O-])[O-].[K+].[K+]. (5) Reactant: O[CH2:2][CH2:3][NH:4][CH2:5][C:6]([NH:8][C:9]1[CH:14]=[CH:13][CH:12]=[CH:11][CH:10]=1)=[O:7].C(P(CCCC)CCCC)CCC. Product: [C:9]1([N:8]2[CH2:2][CH2:3][NH:4][CH2:5][C:6]2=[O:7])[CH:14]=[CH:13][CH:12]=[CH:11][CH:10]=1. The catalyst class is: 13. (6) Reactant: [Br:1][C:2]1[CH:7]=[CH:6][C:5]([C:8]2[O:9][C:10]([CH3:16])=[C:11]([CH2:13][C:14]#N)[N:12]=2)=[CH:4][CH:3]=1.COCCO.[OH-:22].[K+].C(Cl)(Cl)Cl.[OH2:28]. Product: [Br:1][C:2]1[CH:7]=[CH:6][C:5]([C:8]2[O:9][C:10]([CH3:16])=[C:11]([CH2:13][C:14]([OH:28])=[O:22])[N:12]=2)=[CH:4][CH:3]=1. The catalyst class is: 100. (7) Reactant: [Br:1][C:2]1[CH:3]=[C:4]([C:8]2([CH3:37])[C:13]([CH3:15])([CH3:14])[O:12][C:11]([NH:16][C@H:17]([C:28]3[CH:33]=[CH:32][CH:31]=[CH:30][C:29]=3[F:34])[CH2:18][CH2:19][O:20][Si](C(C)(C)C)(C)C)=[N:10][S:9]2(=[O:36])=[O:35])[CH:5]=[CH:6][CH:7]=1.Cl. Product: [Br:1][C:2]1[CH:3]=[C:4]([C:8]2([CH3:37])[C:13]([CH3:15])([CH3:14])[O:12][C:11]([NH:16][C@H:17]([C:28]3[CH:33]=[CH:32][CH:31]=[CH:30][C:29]=3[F:34])[CH2:18][CH2:19][OH:20])=[N:10][S:9]2(=[O:36])=[O:35])[CH:5]=[CH:6][CH:7]=1. The catalyst class is: 5.